This data is from Forward reaction prediction with 1.9M reactions from USPTO patents (1976-2016). The task is: Predict the product of the given reaction. (1) Given the reactants [C:1](O)(=[O:6])[CH2:2][CH2:3][CH:4]=[CH2:5].[NH2:8][CH2:9][C@@H:10]1[CH2:14][CH2:13][CH2:12][N:11]1[C:15]([C@@H:17]([CH2:26][CH:27]=[CH2:28])[CH2:18][C:19]([O:21][C:22]([CH3:25])([CH3:24])[CH3:23])=[O:20])=[O:16].CO.C(Cl)Cl, predict the reaction product. The product is: [C:1]([NH:8][CH2:9][C@@H:10]1[CH2:14][CH2:13][CH2:12][N:11]1[C:15]([C@@H:17]([CH2:26][CH:27]=[CH2:28])[CH2:18][C:19]([O:21][C:22]([CH3:23])([CH3:24])[CH3:25])=[O:20])=[O:16])(=[O:6])[CH2:2][CH2:3][CH:4]=[CH2:5]. (2) Given the reactants Br[C:2]1[CH:14]=[C:13]2[C:5]([N:6]([C:15]3[CH:20]=[CH:19][CH:18]=[CH:17][CH:16]=3)[C:7]3[C:12]2=[CH:11][CH:10]=[CH:9][CH:8]=3)=[C:4]2[CH:21]=[CH:22][CH:23]=[CH:24][C:3]=12.[B:34]1([B:34]2[O:38][C:37]([CH3:40])([CH3:39])[C:36]([CH3:42])([CH3:41])[O:35]2)[O:38][C:37]([CH3:40])([CH3:39])[C:36]([CH3:42])([CH3:41])[O:35]1.C([O-])(=O)C.[K+].CN(C)C=O, predict the reaction product. The product is: [C:15]1([N:6]2[C:5]3[C:13](=[CH:14][C:2]([B:34]4[O:35][C:36]([CH3:41])([CH3:42])[C:37]([CH3:39])([CH3:40])[O:38]4)=[C:3]4[CH:24]=[CH:23][CH:22]=[CH:21][C:4]4=3)[C:12]3[C:7]2=[CH:8][CH:9]=[CH:10][CH:11]=3)[CH:16]=[CH:17][CH:18]=[CH:19][CH:20]=1. (3) Given the reactants [CH3:1][O:2][C:3]1[C:8]([CH2:9][N:10]2[CH2:15][CH2:14][CH2:13][CH2:12][CH:11]2[CH2:16][CH2:17][C:18]([O:20]CC)=O)=[CH:7][CH:6]=[CH:5][N:4]=1.[OH-].[Na+].Cl, predict the reaction product. The product is: [CH2:3]([N:4]([CH2:5][C:6]#[CH:7])[C:18](=[O:20])[CH2:17][CH2:16][CH:11]1[CH2:12][CH2:13][CH2:14][CH2:15][N:10]1[CH2:9][C:8]1[C:3]([O:2][CH3:1])=[N:4][CH:5]=[CH:6][CH:7]=1)[C:8]#[CH:9]. (4) Given the reactants F[C:2]1[CH:7]=[CH:6][CH:5]=[CH:4][C:3]=1[N+:8]([O-:10])=[O:9].[C:11]([N:14]1[C:23]2[C:18](=[CH:19][C:20]([C:24]#[N:25])=[CH:21][CH:22]=2)[C@H:17]([NH2:26])[C@@H:16]([CH3:27])[C@@H:15]1[CH:28]1[CH2:30][CH2:29]1)(=[O:13])[CH3:12].CCN(C(C)C)C(C)C, predict the reaction product. The product is: [C:11]([N:14]1[C:23]2[C:18](=[CH:19][C:20]([C:24]#[N:25])=[CH:21][CH:22]=2)[C@H:17]([NH:26][C:2]2[CH:7]=[CH:6][CH:5]=[CH:4][C:3]=2[N+:8]([O-:10])=[O:9])[C@@H:16]([CH3:27])[C@@H:15]1[CH:28]1[CH2:30][CH2:29]1)(=[O:13])[CH3:12]. (5) Given the reactants [CH2:1]([O:8][C:9](=[O:27])[CH2:10][CH2:11][C:12]1[CH:17]=[CH:16][C:15]([O:18][CH2:19][C:20]([O:22]C(C)(C)C)=[O:21])=[CH:14][CH:13]=1)[C:2]1[CH:7]=[CH:6][CH:5]=[CH:4][CH:3]=1.C(O)(C(F)(F)F)=O, predict the reaction product. The product is: [CH2:1]([O:8][C:9](=[O:27])[CH2:10][CH2:11][C:12]1[CH:13]=[CH:14][C:15]([O:18][CH2:19][C:20]([OH:22])=[O:21])=[CH:16][CH:17]=1)[C:2]1[CH:7]=[CH:6][CH:5]=[CH:4][CH:3]=1. (6) Given the reactants [OH:1][C:2]1[C:11]2[C:10]([CH3:13])([CH3:12])[CH2:9][CH2:8][C:7]([CH3:15])([CH3:14])[C:6]=2[CH:5]=[C:4]([C:16](=[O:18])[CH3:17])[CH:3]=1.[C:19]([C:22]1[CH:29]=[CH:28][C:25]([CH:26]=O)=[CH:24][CH:23]=1)([OH:21])=[O:20].[OH-].[K+].[CH3:32]O, predict the reaction product. The product is: [OH:1][C:2]1[C:11]2[C:10]([CH3:12])([CH3:13])[CH2:9][CH2:8][C:7]([CH3:15])([CH3:14])[C:6]=2[CH:5]=[C:4]([C:16](=[O:18])/[CH:17]=[CH:26]/[C:25]2[CH:28]=[CH:29][C:22]([C:19]([O:21][CH3:32])=[O:20])=[CH:23][CH:24]=2)[CH:3]=1. (7) Given the reactants F[C:2]1[CH:3]=[CH:4][C:5]([N+:12]([O-:14])=[O:13])=[C:6]([CH:11]=1)[C:7]([O:9][CH3:10])=[O:8].[NH2:15][C:16]1[CH:17]=[C:18]([OH:22])[CH:19]=[CH:20][CH:21]=1.C([O-])([O-])=O.[K+].[K+].C1OCCOCCOCCOCCOCCOC1, predict the reaction product. The product is: [NH2:15][C:16]1[CH:17]=[C:18]([CH:19]=[CH:20][CH:21]=1)[O:22][C:2]1[CH:3]=[CH:4][C:5]([N+:12]([O-:14])=[O:13])=[C:6]([CH:11]=1)[C:7]([O:9][CH3:10])=[O:8].